Dataset: Forward reaction prediction with 1.9M reactions from USPTO patents (1976-2016). Task: Predict the product of the given reaction. (1) Given the reactants [C:1]([C:5]1[CH:10]=[C:9]([F:11])[CH:8]=[CH:7][C:6]=1[OH:12])([CH3:4])([CH3:3])[CH3:2].CCN(CC)CC.Cl[C:21]([O:23][CH3:24])=[O:22], predict the reaction product. The product is: [C:21](=[O:22])([O:23][CH3:24])[O:12][C:6]1[CH:7]=[CH:8][C:9]([F:11])=[CH:10][C:5]=1[C:1]([CH3:4])([CH3:2])[CH3:3]. (2) Given the reactants Br[C:2]1[CH:3]=[C:4]2[C:8](=[CH:9][CH:10]=1)[N:7]([CH2:11][C:12]1[CH:17]=[CH:16][C:15]([C:18]([CH3:21])([CH3:20])[CH3:19])=[CH:14][CH:13]=1)[CH:6]=[CH:5]2.[Cl:22][C:23]1[CH:28]=[CH:27][C:26](B(O)O)=[CH:25][CH:24]=1, predict the reaction product. The product is: [C:18]([C:15]1[CH:14]=[CH:13][C:12]([CH2:11][N:7]2[C:8]3[C:4](=[CH:3][C:2]([C:26]4[CH:27]=[CH:28][C:23]([Cl:22])=[CH:24][CH:25]=4)=[CH:10][CH:9]=3)[CH:5]=[CH:6]2)=[CH:17][CH:16]=1)([CH3:21])([CH3:20])[CH3:19].